This data is from Full USPTO retrosynthesis dataset with 1.9M reactions from patents (1976-2016). The task is: Predict the reactants needed to synthesize the given product. (1) Given the product [CH3:28][N:29]([C:30]([C:31]([NH:27][C:3]12[CH2:4][O:5][CH:6]([CH2:7][N:8]3[C:13](=[O:14])[C:12]([OH:15])=[C:11]([C:16]([NH:18][CH2:19][C:20]4[CH:21]=[CH:22][C:23]([F:26])=[CH:24][CH:25]=4)=[O:17])[N:10]=[C:9]31)[CH2:1][CH2:2]2)=[O:32])=[O:34])[CH3:35], predict the reactants needed to synthesize it. The reactants are: [CH2:1]1[CH:6]2[CH2:7][N:8]3[C:13](=[O:14])[C:12]([OH:15])=[C:11]([C:16]([NH:18][CH2:19][C:20]4[CH:25]=[CH:24][C:23]([F:26])=[CH:22][CH:21]=4)=[O:17])[N:10]=[C:9]3[C:3]([NH2:27])([CH2:4][O:5]2)[CH2:2]1.[CH3:28][N:29]([CH3:35])[C:30](=[O:34])[C:31](O)=[O:32].C(N(C(C)C)CC)(C)C.F[P-](F)(F)(F)(F)F.N1(OC(N(C)C)=[N+](C)C)C2N=CC=CC=2N=N1. (2) Given the product [CH3:34][CH:35]([CH2:39][CH2:40][CH:41]=[C:42]([CH3:44])[CH3:43])[CH2:36][CH:37]=[CH:2][CH2:3][C:4]1[CH:5]=[CH:6][CH:7]=[CH:8][CH:9]=1, predict the reactants needed to synthesize it. The reactants are: [Br-].[CH2:2]([P+](C1C=CC=CC=1)(C1C=CC=CC=1)C1C=CC=CC=1)[CH2:3][C:4]1[CH:9]=[CH:8][CH:7]=[CH:6][CH:5]=1.[Li]CCCC.[CH3:34][CH:35]([CH2:39][CH2:40][CH:41]=[C:42]([CH3:44])[CH3:43])[CH2:36][CH:37]=O. (3) The reactants are: [Cl:1][C:2]1[CH:3]=[C:4]([NH:9][C:10](=[O:31])[CH2:11][N:12]2[CH:16]=[C:15]([C:17]3[CH:22]=[CH:21][C:20]([N:23]4[CH:27]=[C:26]([CH3:28])[N:25]=[CH:24]4)=[C:19]([O:29][CH3:30])[CH:18]=3)[N:14]=[N:13]2)[CH:5]=[CH:6][C:7]=1[F:8].C[Si]([N-][Si](C)(C)C)(C)C.[K+].[O:42]([CH2:50][C:51]([F:54])([F:53])[F:52])S(C(F)(F)F)(=O)=O. Given the product [F:52][C:51]([F:54])([F:53])[C:50]([OH:29])=[O:42].[Cl:1][C:2]1[CH:3]=[C:4]([N:9]([CH2:50][C:51]([F:54])([F:53])[F:52])[C:10](=[O:31])[CH2:11][N:12]2[CH:16]=[C:15]([C:17]3[CH:22]=[CH:21][C:20]([N:23]4[CH:27]=[C:26]([CH3:28])[N:25]=[CH:24]4)=[C:19]([O:29][CH3:30])[CH:18]=3)[N:14]=[N:13]2)[CH:5]=[CH:6][C:7]=1[F:8], predict the reactants needed to synthesize it. (4) Given the product [NH2:30][C:2]1[C:11]2[C:6](=[CH:7][CH:8]=[CH:9][CH:10]=2)[NH:5][C:4](=[O:12])[C:3]=1[C:13]([O:15][CH2:16][C:17]1[CH:22]=[CH:21][CH:20]=[CH:19][CH:18]=1)=[O:14], predict the reactants needed to synthesize it. The reactants are: Cl[C:2]1[C:11]2[C:6](=[CH:7][CH:8]=[CH:9][CH:10]=2)[NH:5][C:4](=[O:12])[C:3]=1[C:13]([O:15][CH2:16][C:17]1[CH:22]=[CH:21][CH:20]=[CH:19][CH:18]=1)=[O:14].COC1C=CC(C[NH2:30])=CC=1. (5) Given the product [C:7]([O:11][C:12](=[O:26])[N:13]([CH2:14][CH2:15][C@H:16]1[CH2:17][CH2:18][C@H:19]([CH2:22][CH2:23][OH:24])[CH2:20][CH2:21]1)[CH3:25])([CH3:8])([CH3:10])[CH3:9], predict the reactants needed to synthesize it. The reactants are: [H-].[Al+3].[Li+].[H-].[H-].[H-].[C:7]([O:11][C:12](=[O:26])[N:13]([CH3:25])[CH2:14][CH2:15][C@H:16]1[CH2:21][CH2:20][C@H:19]([CH2:22][CH:23]=[O:24])[CH2:18][CH2:17]1)([CH3:10])([CH3:9])[CH3:8]. (6) Given the product [CH:20]([C:11]1[NH:10][C:9]([CH3:22])=[C:8]([C:6]([OH:7])=[O:5])[C:12]=1[CH2:13][CH2:14][CH2:15][S:16]([CH3:19])(=[O:17])=[O:18])=[O:21], predict the reactants needed to synthesize it. The reactants are: [OH-].[Li+].C([O:5][C:6]([C:8]1[C:12]([CH2:13][CH2:14][CH2:15][S:16]([CH3:19])(=[O:18])=[O:17])=[C:11]([CH:20]=[O:21])[NH:10][C:9]=1[CH3:22])=[O:7])C.Cl. (7) Given the product [Br:31][C:28]1[CH:29]=[CH:30][C:23]([NH:22][C:16](=[O:17])[C:15]2[CH:19]=[CH:20][C:12]([S:9]([N:8]([C:5]3[CH:6]=[CH:7][C:2]([Cl:1])=[CH:3][CH:4]=3)[CH3:21])(=[O:11])=[O:10])=[CH:13][CH:14]=2)=[C:24]([C:25]#[N:26])[CH:27]=1, predict the reactants needed to synthesize it. The reactants are: [Cl:1][C:2]1[CH:7]=[CH:6][C:5]([N:8]([CH3:21])[S:9]([C:12]2[CH:20]=[CH:19][C:15]([C:16](Cl)=[O:17])=[CH:14][CH:13]=2)(=[O:11])=[O:10])=[CH:4][CH:3]=1.[NH2:22][C:23]1[CH:30]=[CH:29][C:28]([Br:31])=[CH:27][C:24]=1[C:25]#[N:26]. (8) Given the product [CH2:1]([O:8][C:9]([C:11]1[N:12]=[C:13]([CH:16]([CH2:22][C:23]2[CH:24]=[CH:25][C:26]([O:29][Si:30]([CH:37]([CH3:39])[CH3:38])([CH:34]([CH3:36])[CH3:35])[CH:31]([CH3:32])[CH3:33])=[CH:27][CH:28]=2)[CH2:17][C:18]([O:20][CH3:21])=[O:19])[O:14][CH:15]=1)=[O:10])[C:2]1[CH:3]=[CH:4][CH:5]=[CH:6][CH:7]=1, predict the reactants needed to synthesize it. The reactants are: [CH2:1]([O:8][C:9]([CH:11]1[CH2:15][O:14][C:13]([CH:16]([CH2:22][C:23]2[CH:28]=[CH:27][C:26]([O:29][Si:30]([CH:37]([CH3:39])[CH3:38])([CH:34]([CH3:36])[CH3:35])[CH:31]([CH3:33])[CH3:32])=[CH:25][CH:24]=2)[CH2:17][C:18]([O:20][CH3:21])=[O:19])=[N:12]1)=[O:10])[C:2]1[CH:7]=[CH:6][CH:5]=[CH:4][CH:3]=1.C1CCN2C(=NCCC2)CC1.BrC(Cl)(Cl)Cl. (9) Given the product [C:52]([C:47]1[CH:46]=[CH:45][C:44](/[C:11](/[C:8]2[CH:7]=[CH:6][C:5]([C:1]([CH3:4])([CH3:3])[CH3:2])=[CH:10][CH:9]=2)=[CH:12]/[C@@H:13]2[N:17]([CH2:18][C:19]3[CH:24]=[CH:23][C:22]([O:25][CH3:26])=[CH:21][C:20]=3[O:27][CH3:28])[C:16](=[O:29])[CH2:15][CH2:14]2)=[N:49][C:48]=1[O:50][CH3:51])(=[O:54])[CH3:53], predict the reactants needed to synthesize it. The reactants are: [C:1]([C:5]1[CH:10]=[CH:9][C:8](/[C:11](/[Sn](CCCC)(CCCC)CCCC)=[CH:12]\[C@@H:13]2[N:17]([CH2:18][C:19]3[CH:24]=[CH:23][C:22]([O:25][CH3:26])=[CH:21][C:20]=3[O:27][CH3:28])[C:16](=[O:29])[CH2:15][CH2:14]2)=[CH:7][CH:6]=1)([CH3:4])([CH3:3])[CH3:2].Br[C:44]1[N:49]=[C:48]([O:50][CH3:51])[C:47]([C:52](=[O:54])[CH3:53])=[CH:46][CH:45]=1.[F-].[Cs+].O.